Predict the reaction yield, written as a fraction of the theoretical maximum amount of product (1.0 means a 100% yield; for example, 0.34 means a 34% yield). From a dataset of Reaction yield outcomes from USPTO patents with 853,638 reactions. (1) The yield is 1.00. The reactants are [N:1]1[CH:2]=[CH:3][N:4]2[C:9]=1[CH:8]=[CH:7][C:6]([N:10]1[CH2:15][CH2:14][N:13]([C:16](=[O:30])[C@@H:17]([NH:22][C:23](=[O:29])[O:24][C:25]([CH3:28])([CH3:27])[CH3:26])[CH2:18][CH:19]([CH3:21])[CH3:20])[CH2:12][CH2:11]1)=[N:5]2.[Br:31]Br. The catalyst is CC(O)=O. The product is [Br:31][C:3]1[N:4]2[N:5]=[C:6]([N:10]3[CH2:11][CH2:12][N:13]([C:16](=[O:30])[C@@H:17]([NH:22][C:23](=[O:29])[O:24][C:25]([CH3:28])([CH3:27])[CH3:26])[CH2:18][CH:19]([CH3:21])[CH3:20])[CH2:14][CH2:15]3)[CH:7]=[CH:8][C:9]2=[N:1][CH:2]=1. (2) The reactants are [NH2:1][C:2]1[CH:7]=[CH:6][C:5]([CH2:8][C:9]([OH:11])=[O:10])=[CH:4][CH:3]=1.O[CH2:13][CH:14]([CH2:16]O)O.C1([N+]([O-])=O)C=CC=CC=1.OS(O)(=O)=O.[OH-].[Na+]. No catalyst specified. The product is [N:1]1[C:2]2[C:3](=[CH:4][C:5]([CH2:8][C:9]([OH:11])=[O:10])=[CH:6][CH:7]=2)[CH:16]=[CH:14][CH:13]=1. The yield is 0.510. (3) The reactants are [OH:1][CH:2]1[CH2:7][CH2:6][CH:5]([N:8]2[C:13](=[O:14])[C:12]([CH2:15][C:16]3[CH:21]=[CH:20][C:19]([C:22]4[C:23]([C:28]#[N:29])=[CH:24][CH:25]=[CH:26][CH:27]=4)=[CH:18][CH:17]=3)=[C:11]([CH2:30][CH2:31][CH3:32])[N:10]3[N:33]=[C:34]([CH3:36])[N:35]=[C:9]23)[CH2:4][CH2:3]1.[N+](=[CH:39][C:40]([O:42][CH2:43][CH3:44])=[O:41])=[N-]. The catalyst is C([O-])(=O)C.[Rh+].C1(C)C=CC=CC=1. The product is [CH2:43]([O:42][C:40](=[O:41])[CH2:39][O:1][CH:2]1[CH2:7][CH2:6][CH:5]([N:8]2[C:13](=[O:14])[C:12]([CH2:15][C:16]3[CH:21]=[CH:20][C:19]([C:22]4[CH:27]=[CH:26][CH:25]=[CH:24][C:23]=4[C:28]#[N:29])=[CH:18][CH:17]=3)=[C:11]([CH2:30][CH2:31][CH3:32])[N:10]3[N:33]=[C:34]([CH3:36])[N:35]=[C:9]23)[CH2:4][CH2:3]1)[CH3:44]. The yield is 0.760.